This data is from Reaction yield outcomes from USPTO patents with 853,638 reactions. The task is: Predict the reaction yield, written as a fraction of the theoretical maximum amount of product (1.0 means a 100% yield; for example, 0.34 means a 34% yield). (1) The reactants are [Cl:1][C:2]1[C:7]([F:8])=[CH:6][CH:5]=[CH:4][C:3]=1[N:9]1[C:13]([S:14][C:15]2[CH:16]=[N:17][CH:18]=[CH:19][CH:20]=2)=[CH:12][C:11]([C:21](OCC)=[O:22])=[N:10]1.[H-].C([Al+]CC(C)C)C(C)C.C1(C)C=CC=CC=1.O.O.O.O.O.O.O.O.O.O.[O-]S([O-])(=O)=O.[Na+].[Na+]. The catalyst is O1CCCC1. The product is [Cl:1][C:2]1[C:7]([F:8])=[CH:6][CH:5]=[CH:4][C:3]=1[N:9]1[C:13]([S:14][C:15]2[CH:16]=[N:17][CH:18]=[CH:19][CH:20]=2)=[CH:12][C:11]([CH:21]=[O:22])=[N:10]1. The yield is 0.500. (2) The reactants are Cl.[NH2:2][CH2:3][C:4]([C:6]1[CH:11]=[CH:10][C:9]([Br:12])=[CH:8][CH:7]=1)=[O:5].[C:13]([O:17][C:18]([N:20]1[CH2:24][CH:23]([C:25]#[N:26])[CH2:22][CH:21]1[C:27](O)=[O:28])=[O:19])([CH3:16])([CH3:15])[CH3:14].C(N(C(C)C)CC)(C)C.CN(C(ON1N=NC2C=CC=NC1=2)=[N+](C)C)C.F[P-](F)(F)(F)(F)F. The catalyst is CN(C=O)C.C(OCC)(=O)C. The product is [C:13]([O:17][C:18]([N:20]1[CH2:24][CH:23]([C:25]#[N:26])[CH2:22][CH:21]1[C:27](=[O:28])[NH:2][CH2:3][C:4]([C:6]1[CH:11]=[CH:10][C:9]([Br:12])=[CH:8][CH:7]=1)=[O:5])=[O:19])([CH3:16])([CH3:15])[CH3:14]. The yield is 0.910. (3) The reactants are [Cl:1][C:2]1[CH:3]=[C:4]2[C:8](=[CH:9][CH:10]=1)[NH:7][CH:6]=[C:5]2[CH2:11][CH2:12][NH:13][C:14](=[O:23])[C:15]1[CH:20]=[CH:19][C:18]([CH2:21]Cl)=[CH:17][CH:16]=1.[C:24]([C:26]1[CH:27]=[C:28](B(O)O)[CH:29]=[CH:30][CH:31]=1)#[N:25].C(=O)([O-])[O-].[Na+].[Na+].[I-].[Na+]. The catalyst is C(COC)OC.O.C1C=CC([P]([Pd]([P](C2C=CC=CC=2)(C2C=CC=CC=2)C2C=CC=CC=2)([P](C2C=CC=CC=2)(C2C=CC=CC=2)C2C=CC=CC=2)[P](C2C=CC=CC=2)(C2C=CC=CC=2)C2C=CC=CC=2)(C2C=CC=CC=2)C2C=CC=CC=2)=CC=1. The product is [Cl:1][C:2]1[CH:3]=[C:4]2[C:8](=[CH:9][CH:10]=1)[NH:7][CH:6]=[C:5]2[CH2:11][CH2:12][NH:13][C:14](=[O:23])[C:15]1[CH:20]=[CH:19][C:18]([CH2:21][C:30]2[CH:29]=[CH:28][CH:27]=[C:26]([C:24]#[N:25])[CH:31]=2)=[CH:17][CH:16]=1. The yield is 0.560. (4) The reactants are Cl.Cl[C:3]1[CH:8]=[C:7]([C:9]2[CH:14]=[CH:13][CH:12]=[C:11]([Cl:15])[CH:10]=2)[N:6]=[C:5]2[CH2:16][CH2:17][CH2:18][C:4]=12.[NH2:19][C:20]1[CH:25]=[CH:24][C:23]([N:26](C)[C:27](N)=O)=[CH:22][CH:21]=1.C(=O)(O)[O-].[Na+]. The product is [Cl:15][C:11]1[CH:10]=[C:9]([C:7]2[N:6]=[C:5]3[CH2:16][CH2:17][CH2:18][C:4]3=[C:3]([NH:19][C:20]3[CH:25]=[CH:24][C:23]([NH:26][CH3:27])=[CH:22][CH:21]=3)[CH:8]=2)[CH:14]=[CH:13][CH:12]=1. The yield is 0.300. The catalyst is Cl.CN1C(=O)CCC1.O. (5) The reactants are [NH:1]1[CH2:6][CH2:5][CH:4]([O:7][C:8]2[CH:22]=[CH:21][C:11]3[NH:12][C:13](=[O:20])[C:14]4[CH:15]=[CH:16][CH:17]=[N:18][C:19]=4[C:10]=3[CH:9]=2)[CH2:3][CH2:2]1.C(=O)([O-])[O-].[K+].[K+].Br[CH2:30][CH2:31][CH3:32]. The catalyst is C(#N)C. The product is [CH2:30]([N:1]1[CH2:2][CH2:3][CH:4]([O:7][C:8]2[CH:22]=[CH:21][C:11]3[NH:12][C:13](=[O:20])[C:14]4[CH:15]=[CH:16][CH:17]=[N:18][C:19]=4[C:10]=3[CH:9]=2)[CH2:5][CH2:6]1)[CH2:31][CH3:32]. The yield is 0.610.